Dataset: Full USPTO retrosynthesis dataset with 1.9M reactions from patents (1976-2016). Task: Predict the reactants needed to synthesize the given product. (1) Given the product [O:20]=[C:13]1[C:12]2[C:17](=[CH:18][CH:19]=[C:10]([C:7]3[CH:8]=[CH:9][C:4]([O:3][C:2]([F:1])([F:21])[F:22])=[CH:5][CH:6]=3)[CH:11]=2)[N:16]=[CH:15][N:14]1[CH2:24][C:25]1[O:26][CH:27]=[C:28]([C:30]([O:32][CH3:33])=[O:31])[N:29]=1, predict the reactants needed to synthesize it. The reactants are: [F:1][C:2]([F:22])([F:21])[O:3][C:4]1[CH:9]=[CH:8][C:7]([C:10]2[CH:11]=[C:12]3[C:17](=[CH:18][CH:19]=2)[N:16]=[CH:15][NH:14][C:13]3=[O:20])=[CH:6][CH:5]=1.Cl[CH2:24][C:25]1[O:26][CH:27]=[C:28]([C:30]([O:32][CH3:33])=[O:31])[N:29]=1.C(=O)([O-])[O-].[K+].[K+]. (2) Given the product [CH3:13][C:14]1([CH3:25])[O:20][C@@H:18]([O:19][C:43]2[CH:44]=[CH:39][C:12]3[C:18]([O:20][CH2:14][CH:15]=[CH2:16])=[CH:17][C:8](=[O:9])[O:10][C:11]=3[C:42]=2[CH3:41])[C@H:17]([OH:21])[C@H:16]([OH:22])[C@H:15]1[O:23][CH3:24], predict the reactants needed to synthesize it. The reactants are: N([C:8]([O:10][CH2:11][CH3:12])=[O:9])=N[C:8]([O:10][CH2:11][CH3:12])=[O:9].[CH3:13][C:14]1([CH3:25])[O:20][CH:18]([OH:19])[C@H:17]([OH:21])[C@H:16]([OH:22])[C@H:15]1[O:23][CH3:24].[C:43]1(P([C:39]2[CH:44]=[CH:43][CH:42]=[CH:41]C=2)[C:43]2[CH:44]=[CH:39]C=[CH:41][CH:42]=2)[CH:44]=[CH:39]C=[CH:41][CH:42]=1.ClCCl. (3) Given the product [F:28][C:24]1[CH:23]=[C:22]([N:5]2[C:4](=[O:29])[C:3]3[C:8](=[CH:9][CH:10]=[CH:11][C:2]=3[S:30][CH2:45][CH2:46][OH:64])[N:7]=[C:6]2[C@@H:12]([NH:14][C:15](=[O:21])[O:16][C:17]([CH3:19])([CH3:20])[CH3:18])[CH3:13])[CH:27]=[CH:26][CH:25]=1, predict the reactants needed to synthesize it. The reactants are: Br[C:2]1[CH:11]=[CH:10][CH:9]=[C:8]2[C:3]=1[C:4](=[O:29])[N:5]([C:22]1[CH:27]=[CH:26][CH:25]=[C:24]([F:28])[CH:23]=1)[C:6]([C@@H:12]([NH:14][C:15](=[O:21])[O:16][C:17]([CH3:20])([CH3:19])[CH3:18])[CH3:13])=[N:7]2.[SH:30]C(O)C.C(N(C(C)C)CC)(C)C.CC1(C)C2C(=C(P(C3C=CC=CC=3)C3C=CC=CC=3)C=CC=2)[O:64][C:46]2C(P(C3C=CC=CC=3)C3C=CC=CC=3)=CC=C[C:45]1=2.N1CCC[C@H]1C(O)=O. (4) The reactants are: [CH3:1][N:2]1[CH:6]=[CH:5][C:4]([C:7]([OH:9])=O)=[N:3]1.CN(C)C=O.C(Cl)(=O)C(Cl)=O.[NH2:21][C:22]1[CH:23]=[C:24]([CH:41]=[CH:42][C:43]=1[F:44])[O:25][C:26]1[CH:27]=[CH:28][C:29]2[N:30]([CH:32]=[C:33]([NH:35][C:36]([CH:38]3[CH2:40][CH2:39]3)=[O:37])[N:34]=2)[N:31]=1.C(=O)([O-])O.[Na+]. Given the product [CH:38]1([C:36]([NH:35][C:33]2[N:34]=[C:29]3[CH:28]=[CH:27][C:26]([O:25][C:24]4[CH:41]=[CH:42][C:43]([F:44])=[C:22]([NH:21][C:7]([C:4]5[CH:5]=[CH:6][N:2]([CH3:1])[N:3]=5)=[O:9])[CH:23]=4)=[N:31][N:30]3[CH:32]=2)=[O:37])[CH2:39][CH2:40]1, predict the reactants needed to synthesize it. (5) Given the product [C@H:66]([NH:70][C:12]1[C:3]([C:1]#[N:2])=[CH:4][C:5]([C:14]([F:17])([F:16])[F:15])=[C:6]([CH:11]=1)[C:7]([O:9][CH3:10])=[O:8])([CH2:68][CH3:69])[CH3:67], predict the reactants needed to synthesize it. The reactants are: [C:1]([C:3]1[C:12](I)=[CH:11][C:6]([C:7]([O:9][CH3:10])=[O:8])=[C:5]([C:14]([F:17])([F:16])[F:15])[CH:4]=1)#[N:2].CC1(C)C2C(=C(P(C3C=CC=CC=3)C3C=CC=CC=3)C=CC=2)OC2C(P(C3C=CC=CC=3)C3C=CC=CC=3)=CC=CC1=2.C(=O)([O-])[O-].[Cs+].[Cs+].[C@H:66]([NH2:70])([CH2:68][CH3:69])[CH3:67]. (6) The reactants are: [F:1][C:2]1[CH:10]=[CH:9][C:5]([C:6](O)=[O:7])=[CH:4][C:3]=1[C:11]1[CH:12]=[C:13]2[C:18](=[CH:19][CH:20]=1)[C:17]([N:21]1[CH2:26][CH2:25][O:24][CH2:23][CH2:22]1)=[N:16][N:15]=[CH:14]2.S(Cl)(Cl)=O.C([N:34]([CH:37]([CH3:39])[CH3:38])CC)(C)C.C1(N)CC1. Given the product [CH:37]1([NH:34][C:6](=[O:7])[C:5]2[CH:9]=[CH:10][C:2]([F:1])=[C:3]([C:11]3[CH:12]=[C:13]4[C:18](=[CH:19][CH:20]=3)[C:17]([N:21]3[CH2:22][CH2:23][O:24][CH2:25][CH2:26]3)=[N:16][N:15]=[CH:14]4)[CH:4]=2)[CH2:39][CH2:38]1, predict the reactants needed to synthesize it. (7) Given the product [Cl:1][C:2]1[CH:3]=[CH:4][C:5]([O:18][CH2:19][CH:20]([CH3:22])[CH3:21])=[C:6]([CH2:8][N:9]2[C:13]([CH3:14])=[CH:12][C:11]([C:15]([Cl:25])=[O:16])=[N:10]2)[CH:7]=1, predict the reactants needed to synthesize it. The reactants are: [Cl:1][C:2]1[CH:3]=[CH:4][C:5]([O:18][CH2:19][CH:20]([CH3:22])[CH3:21])=[C:6]([CH2:8][N:9]2[C:13]([CH3:14])=[CH:12][C:11]([C:15](O)=[O:16])=[N:10]2)[CH:7]=1.S(Cl)([Cl:25])=O.